The task is: Predict the reactants needed to synthesize the given product.. This data is from Full USPTO retrosynthesis dataset with 1.9M reactions from patents (1976-2016). (1) The reactants are: [F:1][C:2]1[CH:7]=[CH:6][CH:5]=[CH:4][C:3]=1[N:8]1[C:12]2[CH:13]=[CH:14][CH:15]=[CH:16][C:11]=2[NH:10][S:9]1(=[O:18])=[O:17].C1(P(C2C=CC=CC=2)C2C=CC=CC=2)C=CC=CC=1.[Br:38][CH2:39][CH2:40][CH2:41]O.CC(OC(/N=N/C(OC(C)C)=O)=O)C. Given the product [Br:38][CH2:39][CH2:40][CH2:41][N:10]1[C:11]2[CH:16]=[CH:15][CH:14]=[CH:13][C:12]=2[N:8]([C:3]2[CH:4]=[CH:5][CH:6]=[CH:7][C:2]=2[F:1])[S:9]1(=[O:18])=[O:17], predict the reactants needed to synthesize it. (2) Given the product [CH:1]1([CH2:4][O:5][C:6]2[N:11]=[C:10]([C:12]([N:24]3[CH2:25][CH2:26][O:27][C:22]([CH3:28])([CH3:21])[CH2:23]3)=[O:14])[CH:9]=[N:8][C:7]=2[N:15]2[CH2:18][C:17]([F:20])([F:19])[CH2:16]2)[CH2:2][CH2:3]1, predict the reactants needed to synthesize it. The reactants are: [CH:1]1([CH2:4][O:5][C:6]2[N:11]=[C:10]([C:12]([OH:14])=O)[CH:9]=[N:8][C:7]=2[N:15]2[CH2:18][C:17]([F:20])([F:19])[CH2:16]2)[CH2:3][CH2:2]1.[CH3:21][C:22]1([CH3:28])[O:27][CH2:26][CH2:25][NH:24][CH2:23]1. (3) Given the product [CH3:12][O:11][C:3]1[CH:4]=[CH:5][C:6]([N+:8]([O-:10])=[O:9])=[CH:7][C:2]=1[C:14](=[CH2:15])[C:13]#[N:16], predict the reactants needed to synthesize it. The reactants are: I[C:2]1[CH:7]=[C:6]([N+:8]([O-:10])=[O:9])[CH:5]=[CH:4][C:3]=1[O:11][CH3:12].[C:13](#[N:16])[CH:14]=[CH2:15].C(N(CC)CC)C.C(=O)(O)[O-].[Na+]. (4) Given the product [Si:5]([O:12][CH2:13][CH2:14][N:15]([C:16]1[CH:17]=[CH:18][CH:19]=[CH:20][CH:21]=1)[C:33](=[O:34])[CH2:32][C:28]1[CH:27]=[C:26]([CH:31]=[CH:30][CH:29]=1)[C:24]([O:23][CH3:22])=[O:25])([C:8]([CH3:11])([CH3:10])[CH3:9])([CH3:7])[CH3:6], predict the reactants needed to synthesize it. The reactants are: C(Cl)CCl.[Si:5]([O:12][CH2:13][CH2:14][NH:15][C:16]1[CH:21]=[CH:20][CH:19]=[CH:18][CH:17]=1)([C:8]([CH3:11])([CH3:10])[CH3:9])([CH3:7])[CH3:6].[CH3:22][O:23][C:24]([C:26]1[CH:27]=[C:28]([CH2:32][C:33](O)=[O:34])[CH:29]=[CH:30][CH:31]=1)=[O:25].C(Cl)(Cl)Cl.